This data is from hERG potassium channel inhibition data for cardiac toxicity prediction from Karim et al.. The task is: Regression/Classification. Given a drug SMILES string, predict its toxicity properties. Task type varies by dataset: regression for continuous values (e.g., LD50, hERG inhibition percentage) or binary classification for toxic/non-toxic outcomes (e.g., AMES mutagenicity, cardiotoxicity, hepatotoxicity). Dataset: herg_karim. (1) The molecule is CN(C)C(=O)N[C@H]1CC[C@H](CCN2[C@H]3CC[C@@H]2C[C@H](Oc2cccc(C(N)=O)c2)C3)CC1. The result is 0 (non-blocker). (2) The molecule is Nc1nc2cc3c(cc2s1)CCN(CC(F)(F)F)CC3. The result is 0 (non-blocker). (3) The result is 0 (non-blocker). The compound is O=C(NCCCNc1nc2ccccc2[nH]1)c1ccnc(C(F)(F)F)c1.